This data is from Peptide-MHC class I binding affinity with 185,985 pairs from IEDB/IMGT. The task is: Regression. Given a peptide amino acid sequence and an MHC pseudo amino acid sequence, predict their binding affinity value. This is MHC class I binding data. The peptide sequence is EVIPMFSAL. The MHC is HLA-A02:01 with pseudo-sequence HLA-A02:01. The binding affinity (normalized) is 0.0291.